From a dataset of Catalyst prediction with 721,799 reactions and 888 catalyst types from USPTO. Predict which catalyst facilitates the given reaction. (1) Reactant: [CH2:1]([O:3][C:4]1[CH:11]=[CH:10][C:9]([OH:12])=[CH:8][C:5]=1[C:6]#[N:7])[CH3:2].C(=O)([O-])[O-].[K+].[K+].[CH2:19](Br)[CH:20]=[CH2:21]. Product: [CH2:21]([O:12][C:9]1[CH:10]=[CH:11][C:4]([O:3][CH2:1][CH3:2])=[C:5]([CH:8]=1)[C:6]#[N:7])[CH:20]=[CH2:19]. The catalyst class is: 21. (2) Reactant: F[C:2]1[C:7]([C:8]2[CH:13]=[CH:12][CH:11]=[CH:10][C:9]=2[F:14])=[CH:6][N:5]=[C:4]2[N:15]([S:18]([C:21]3[CH:26]=[CH:25][CH:24]=[CH:23][CH:22]=3)(=[O:20])=[O:19])[CH:16]=[CH:17][C:3]=12.[N:27]1([C:33]([O:35][C:36]([CH3:39])([CH3:38])[CH3:37])=[O:34])[CH2:32][CH2:31][NH:30][CH2:29][CH2:28]1.O. Product: [F:14][C:9]1[CH:10]=[CH:11][CH:12]=[CH:13][C:8]=1[C:7]1[C:2]([N:30]2[CH2:29][CH2:28][N:27]([C:33]([O:35][C:36]([CH3:39])([CH3:38])[CH3:37])=[O:34])[CH2:32][CH2:31]2)=[C:3]2[CH:17]=[CH:16][N:15]([S:18]([C:21]3[CH:22]=[CH:23][CH:24]=[CH:25][CH:26]=3)(=[O:19])=[O:20])[C:4]2=[N:5][CH:6]=1. The catalyst class is: 37. (3) Reactant: [F:1][C:2]1[CH:7]=[CH:6][C:5]([NH:8][C:9](=[O:15])[CH2:10][C:11]([O:13][CH3:14])=[O:12])=[CH:4][CH:3]=1.CO/[CH:18]=[CH:19]/[C:20](=O)[CH3:21].[CH3:23]O[Na]. Product: [F:1][C:2]1[CH:3]=[CH:4][C:5]([N:8]2[C:20]([CH3:21])=[CH:19][CH:18]=[C:10]([C:11]([O:13][CH2:14][CH3:23])=[O:12])[C:9]2=[O:15])=[CH:6][CH:7]=1. The catalyst class is: 14. (4) Reactant: Cl[C:2]1[C:7]([CH3:8])=[C:6]([Cl:9])[N:5]=[CH:4][N:3]=1.[OH:10][CH:11]1[CH2:16][CH2:15][N:14]([C:17]([O:19][C:20]([CH3:23])([CH3:22])[CH3:21])=[O:18])[CH2:13][CH2:12]1.C[Si]([N-][Si](C)(C)C)(C)C.[Na+]. Product: [Cl:9][C:6]1[N:5]=[CH:4][N:3]=[C:2]([O:10][CH:11]2[CH2:12][CH2:13][N:14]([C:17]([O:19][C:20]([CH3:23])([CH3:22])[CH3:21])=[O:18])[CH2:15][CH2:16]2)[C:7]=1[CH3:8]. The catalyst class is: 12. (5) Product: [OH:18][C:5]([CH3:17])([C:6]([NH:8][CH2:9][C:10]([F:15])([F:16])[C:11]([F:12])([F:14])[F:13])=[O:7])[C:4]([OH:19])=[O:3]. Reactant: C([O:3][C:4](=[O:19])[C:5]([OH:18])([CH3:17])[C:6]([NH:8][CH2:9][C:10]([F:16])([F:15])[C:11]([F:14])([F:13])[F:12])=[O:7])C.[OH-].[Li+]. The catalyst class is: 30. (6) Reactant: C([O:3][C:4]([CH:6]1[CH2:8][CH:7]1[C:9]1[C:17]2[C:12](=[CH:13][CH:14]=[C:15]([O:18][CH3:19])[CH:16]=2)[N:11]([S:20]([C:23]2[CH:28]=[CH:27][C:26]([O:29][CH3:30])=[CH:25][CH:24]=2)(=[O:22])=[O:21])[CH:10]=1)=[O:5])C.[OH-].[Li+].C([O-])(=O)C.Cl. Product: [CH3:19][O:18][C:15]1[CH:16]=[C:17]2[C:12](=[CH:13][CH:14]=1)[N:11]([S:20]([C:23]1[CH:24]=[CH:25][C:26]([O:29][CH3:30])=[CH:27][CH:28]=1)(=[O:22])=[O:21])[CH:10]=[C:9]2[CH:7]1[CH2:8][CH:6]1[C:4]([OH:5])=[O:3]. The catalyst class is: 7. (7) Reactant: C([O:5][C:6](=[O:21])[CH2:7][N:8]1[C:16]2[CH2:15][CH2:14][CH2:13][CH2:12][C:11]=2[C:10]([C:17]([F:20])([F:19])[F:18])=[N:9]1)(C)(C)C. Product: [F:20][C:17]([F:18])([F:19])[C:10]1[C:11]2[CH2:12][CH2:13][CH2:14][CH2:15][C:16]=2[N:8]([CH2:7][C:6]([OH:21])=[O:5])[N:9]=1. The catalyst class is: 157. (8) Reactant: Cl.[NH2:2][C@@H:3]([CH2:6][CH:7]1[CH2:12][CH2:11][CH2:10][CH2:9][CH2:8]1)[CH2:4][OH:5].C(=O)(O)[O-].[Na+].[CH3:18][C:19]([O:22][C:23](O[C:23]([O:22][C:19]([CH3:21])([CH3:20])[CH3:18])=[O:24])=[O:24])([CH3:21])[CH3:20]. Product: [CH:7]1([CH2:6][C@H:3]([NH:2][C:23](=[O:24])[O:22][C:19]([CH3:21])([CH3:20])[CH3:18])[CH2:4][OH:5])[CH2:12][CH2:11][CH2:10][CH2:9][CH2:8]1. The catalyst class is: 38.